Predict the product of the given reaction. From a dataset of Forward reaction prediction with 1.9M reactions from USPTO patents (1976-2016). (1) Given the reactants CO[C:3]([C:5]1[C:6]([OH:33])=[C:7]2[C:12](=[CH:13][N:14]=1)[N:11]([CH2:15][C:16]1[CH:21]=[CH:20][CH:19]=[CH:18][CH:17]=1)[C:10](=[O:22])[C:9]([C:23]1[CH:28]=[CH:27][C:26]([S:29]([CH3:32])(=[O:31])=[O:30])=[CH:25][CH:24]=1)=[CH:8]2)=[O:4].[NH2:34][CH2:35][CH2:36][C:37]([OH:39])=[O:38].C[O-].[Na+], predict the reaction product. The product is: [CH2:15]([N:11]1[C:12]2[C:7](=[C:6]([OH:33])[C:5]([C:3]([NH:34][CH2:35][CH2:36][C:37]([OH:39])=[O:38])=[O:4])=[N:14][CH:13]=2)[CH:8]=[C:9]([C:23]2[CH:28]=[CH:27][C:26]([S:29]([CH3:32])(=[O:31])=[O:30])=[CH:25][CH:24]=2)[C:10]1=[O:22])[C:16]1[CH:17]=[CH:18][CH:19]=[CH:20][CH:21]=1. (2) Given the reactants [CH3:1][C:2]1[CH:10]=[CH:9][C:8]([F:11])=[C:7]2[C:3]=1[C:4](=[O:13])C(=O)[NH:6]2.[OH-:14].[Na+].OO.Cl, predict the reaction product. The product is: [NH2:6][C:7]1[C:8]([F:11])=[CH:9][CH:10]=[C:2]([CH3:1])[C:3]=1[C:4]([OH:13])=[O:14]. (3) Given the reactants [C:1]1([CH:7]([C:21]2[CH:26]=[CH:25][CH:24]=[CH:23][CH:22]=2)[CH2:8][C:9]([NH:11][C:12]2([C:18](O)=[O:19])[CH2:17][CH2:16][CH2:15][CH2:14][CH2:13]2)=[O:10])[CH:6]=[CH:5][CH:4]=[CH:3][CH:2]=1.[F:27][C:28]1[CH:33]=[CH:32][C:31]([CH2:34][NH2:35])=[CH:30][CH:29]=1.CN(C(ON1N=NC2C=CC=NC1=2)=[N+](C)C)C.F[P-](F)(F)(F)(F)F.CCN(CC)CC, predict the reaction product. The product is: [C:1]1([CH:7]([C:21]2[CH:26]=[CH:25][CH:24]=[CH:23][CH:22]=2)[CH2:8][C:9]([NH:11][C:12]2([C:18]([NH:35][CH2:34][C:31]3[CH:32]=[CH:33][C:28]([F:27])=[CH:29][CH:30]=3)=[O:19])[CH2:13][CH2:14][CH2:15][CH2:16][CH2:17]2)=[O:10])[CH:2]=[CH:3][CH:4]=[CH:5][CH:6]=1. (4) Given the reactants Br[C:2]1[CH:3]=[C:4]2[C:9](=[CH:10][CH:11]=1)[N:8]=[CH:7][C:6]([C:12](=[O:14])[CH3:13])=[C:5]2[NH:15][C@H:16]1[CH2:21][CH2:20][C@H:19]([N:22]([CH3:24])[CH3:23])[CH2:18][CH2:17]1.[Cl:25][C:26]1[CH:31]=[C:30](B2OC(C)(C)C(C)(C)O2)[CH:29]=[C:28]([Cl:41])[C:27]=1[OH:42].Cl, predict the reaction product. The product is: [ClH:25].[Cl:25][C:26]1[CH:31]=[C:30]([C:2]2[CH:3]=[C:4]3[C:9](=[CH:10][CH:11]=2)[N:8]=[CH:7][C:6]([C:12](=[O:14])[CH3:13])=[C:5]3[NH:15][C@H:16]2[CH2:21][CH2:20][C@H:19]([N:22]([CH3:24])[CH3:23])[CH2:18][CH2:17]2)[CH:29]=[C:28]([Cl:41])[C:27]=1[OH:42]. (5) The product is: [Cl:1][C:2]1[CH:7]=[C:6]([Cl:8])[CH:5]=[CH:4][C:3]=1[C:9]1[N:13]2[N:14]=[C:15]([CH3:25])[CH:16]=[C:17]([N:18]3[CH2:23][CH:22]=[C:21]([C:27]#[N:28])[CH2:20][CH2:19]3)[C:12]2=[CH:11][C:10]=1[CH3:26]. Given the reactants [Cl:1][C:2]1[CH:7]=[C:6]([Cl:8])[CH:5]=[CH:4][C:3]=1[C:9]1[N:13]2[N:14]=[C:15]([CH3:25])[CH:16]=[C:17]([N:18]3[CH2:23][CH2:22][C:21](=O)[CH2:20][CH2:19]3)[C:12]2=[CH:11][C:10]=1[CH3:26].[C-:27]#[N:28].[K+].CC(O)=O.C(OCC)(=O)C.CCCCCCC, predict the reaction product. (6) Given the reactants [Cl-:1].[C:2]([O:6][C:7]([NH:9][CH:10]1[CH2:15][CH2:14][CH2:13][N+:12]([CH2:31][CH2:32][CH2:33][C:34]2[CH:39]=[CH:38][C:37]([O:40][CH2:41][C:42]([O:44]C)=[O:43])=[CH:36][CH:35]=2)([CH2:16][CH2:17][CH2:18][C:19]2[CH:24]=[CH:23][C:22]([O:25][CH2:26][C:27]([O:29]C)=[O:28])=[CH:21][CH:20]=2)[CH2:11]1)=[O:8])([CH3:5])([CH3:4])[CH3:3].[OH-].[Na+], predict the reaction product. The product is: [Cl-:1].[C:2]([O:6][C:7]([NH:9][C@H:10]1[CH2:15][CH2:14][CH2:13][N+:12]([CH2:16][CH2:17][CH2:18][C:19]2[CH:20]=[CH:21][C:22]([O:25][CH2:26][C:27]([OH:29])=[O:28])=[CH:23][CH:24]=2)([CH2:31][CH2:32][CH2:33][C:34]2[CH:39]=[CH:38][C:37]([O:40][CH2:41][C:42]([OH:44])=[O:43])=[CH:36][CH:35]=2)[CH2:11]1)=[O:8])([CH3:5])([CH3:3])[CH3:4].